This data is from Cav3 T-type calcium channel HTS with 100,875 compounds. The task is: Binary Classification. Given a drug SMILES string, predict its activity (active/inactive) in a high-throughput screening assay against a specified biological target. The molecule is Brc1cc2cc(C(=O)NC(C)C)c(oc2cc1)=O. The result is 0 (inactive).